From a dataset of Forward reaction prediction with 1.9M reactions from USPTO patents (1976-2016). Predict the product of the given reaction. (1) Given the reactants C[Al](C)C.[CH:5]([NH2:8])([CH3:7])[CH3:6].C[O:10][C:11](=O)[C:12]1[CH:17]=[CH:16][C:15]([O:18][CH2:19][C:20]2[C:21]([C:29]3[CH:34]=[CH:33][CH:32]=[CH:31][CH:30]=3)=[N:22][O:23][C:24]=2[C:25]([F:28])([F:27])[F:26])=[N:14][CH:13]=1.O, predict the reaction product. The product is: [CH:5]([NH:8][C:11](=[O:10])[C:12]1[CH:17]=[CH:16][C:15]([O:18][CH2:19][C:20]2[C:21]([C:29]3[CH:34]=[CH:33][CH:32]=[CH:31][CH:30]=3)=[N:22][O:23][C:24]=2[C:25]([F:28])([F:27])[F:26])=[N:14][CH:13]=1)([CH3:7])[CH3:6]. (2) Given the reactants [Mg].Br[C:3]1[CH:8]=[CH:7][C:6]([F:9])=[CH:5][C:4]=1[CH3:10].CN(C)[CH:13]=[O:14].Cl, predict the reaction product. The product is: [F:9][C:6]1[CH:7]=[CH:8][C:3]([CH:13]=[O:14])=[C:4]([CH3:10])[CH:5]=1. (3) Given the reactants Cl[C:2]1[N:7]=[CH:6][N:5]=[C:4]([NH:8][C:9]2[CH:14]=[CH:13][C:12]([N:15]3[CH2:20][CH2:19][N:18]([CH2:21][CH:22]4[CH2:25][O:24][CH2:23]4)[CH2:17][CH2:16]3)=[CH:11][CH:10]=2)[N:3]=1.[C:26]([C:28]1[CH:48]=[C:47](B2OC(C)(C)C(C)(C)O2)[CH:46]=[CH:45][C:29]=1[O:30][C@H:31]1[CH2:36][CH2:35][N:34]([C:37]([O:39][C:40]([CH3:43])([CH3:42])[CH3:41])=[O:38])[CH2:33][C@H:32]1[F:44])#[N:27].C(=O)([O-])[O-].[Na+].[Na+], predict the reaction product. The product is: [C:26]([C:28]1[CH:48]=[C:47]([C:2]2[N:3]=[C:4]([NH:8][C:9]3[CH:14]=[CH:13][C:12]([N:15]4[CH2:20][CH2:19][N:18]([CH2:21][CH:22]5[CH2:25][O:24][CH2:23]5)[CH2:17][CH2:16]4)=[CH:11][CH:10]=3)[N:5]=[CH:6][N:7]=2)[CH:46]=[CH:45][C:29]=1[O:30][C@H:31]1[CH2:36][CH2:35][N:34]([C:37]([O:39][C:40]([CH3:43])([CH3:42])[CH3:41])=[O:38])[CH2:33][C@H:32]1[F:44])#[N:27]. (4) Given the reactants [CH3:1][O:2][C:3]1[CH:8]=[CH:7][CH:6]=[CH:5][C:4]=1[N:9]([CH2:13]CO)[CH2:10][CH2:11]O.C(N(CC)CC)C.CS([Cl:27])(=O)=O.Cl[CH2:29][Cl:30], predict the reaction product. The product is: [Cl:27][CH2:11][CH2:10][N:9]([CH2:13][CH2:29][Cl:30])[C:4]1[CH:5]=[CH:6][CH:7]=[CH:8][C:3]=1[O:2][CH3:1]. (5) Given the reactants [CH3:1][C:2]([S:10][C:11]1[CH:20]=[CH:19][C:14]2[N:15]=[C:16]([NH2:18])[S:17][C:13]=2[CH:12]=1)([CH3:9])[CH2:3][N:4]1[CH2:8][CH2:7][CH2:6][CH2:5]1.Cl.OO.C(=O)([O-])[OH:25].[Na+].[OH2:29], predict the reaction product. The product is: [CH3:9][C:2]([S:10]([C:11]1[CH:20]=[CH:19][C:14]2[N:15]=[C:16]([NH2:18])[S:17][C:13]=2[CH:12]=1)(=[O:25])=[O:29])([CH3:1])[CH2:3][N:4]1[CH2:8][CH2:7][CH2:6][CH2:5]1. (6) Given the reactants [I:1][C:2]1[CH:3]=[C:4]([NH2:10])[C:5]([NH:8][CH3:9])=[CH:6][CH:7]=1.[Cl:11][C:12]1[C:13]([C:18](O)=O)=[N:14][CH:15]=[CH:16][CH:17]=1.CCN=C=NCCCN(C)C.C1C=CC2N(O)N=NC=2C=1, predict the reaction product. The product is: [Cl:11][C:12]1[C:13]([C:18]2[N:8]([CH3:9])[C:5]3[CH:6]=[CH:7][C:2]([I:1])=[CH:3][C:4]=3[N:10]=2)=[N:14][CH:15]=[CH:16][CH:17]=1.